This data is from Reaction yield outcomes from USPTO patents with 853,638 reactions. The task is: Predict the reaction yield, written as a fraction of the theoretical maximum amount of product (1.0 means a 100% yield; for example, 0.34 means a 34% yield). (1) The reactants are [CH3:1][C:2]1[CH:3]=[C:4]([CH2:10][C:11]([OH:13])=[O:12])[CH:5]=[C:6]([CH3:9])[C:7]=1[OH:8].S(=O)(=O)(O)O.[CH3:19]O. No catalyst specified. The product is [CH3:19][O:12][C:11](=[O:13])[CH2:10][C:4]1[CH:5]=[C:6]([CH3:9])[C:7]([OH:8])=[C:2]([CH3:1])[CH:3]=1. The yield is 0.860. (2) The reactants are [OH:1][C:2]1[CH:7]=[CH:6][C:5]([C:8]2[C:9](=[O:23])[C:10]([CH3:22])([CH3:21])[O:11][C:12]=2[C:13]2[CH:18]=[CH:17][C:16]([O:19][CH3:20])=[CH:15][CH:14]=2)=[CH:4][CH:3]=1.C(=O)([O-])[O-].[Cs+].[Cs+].CN(C=O)C.[Cl:35][C:36]1[CH:37]=[CH:38][C:39]2[N:40]([CH:42]=[C:43]([CH2:45]Cl)[N:44]=2)[N:41]=1. The catalyst is O. The product is [Cl:35][C:36]1[CH:37]=[CH:38][C:39]2[N:40]([CH:42]=[C:43]([CH2:45][O:1][C:2]3[CH:3]=[CH:4][C:5]([C:8]4[C:9](=[O:23])[C:10]([CH3:21])([CH3:22])[O:11][C:12]=4[C:13]4[CH:18]=[CH:17][C:16]([O:19][CH3:20])=[CH:15][CH:14]=4)=[CH:6][CH:7]=3)[N:44]=2)[N:41]=1. The yield is 0.630.